This data is from Full USPTO retrosynthesis dataset with 1.9M reactions from patents (1976-2016). The task is: Predict the reactants needed to synthesize the given product. (1) Given the product [Br-:30].[C:1]([C:4]1[CH:5]=[N+:6]([CH2:24][C:25]2[CH:32]=[CH:31][C:28]([CH3:29])=[CH:27][CH:26]=2)[CH:7]=[CH:8][C:9]=1[CH2:10][CH:11]1[CH2:20][CH2:19][C:18]2[C:13](=[CH:14][CH:15]=[C:16]([O:21][CH3:22])[CH:17]=2)[C:12]1=[O:23])(=[O:3])[CH3:2], predict the reactants needed to synthesize it. The reactants are: [C:1]([C:4]1[CH:5]=[N:6][CH:7]=[CH:8][C:9]=1[CH2:10][CH:11]1[CH2:20][CH2:19][C:18]2[C:13](=[CH:14][CH:15]=[C:16]([O:21][CH3:22])[CH:17]=2)[C:12]1=[O:23])(=[O:3])[CH3:2].[CH3:24][C:25]1[CH:32]=[CH:31][C:28]([CH2:29][Br:30])=[CH:27][CH:26]=1. (2) Given the product [CH:25]1([C:10]2[C:11]([O:12][CH2:13][C:14]3([CH3:21])[CH2:15][NH:16][CH2:17]3)=[CH:22][C:23]([F:24])=[C:8]([CH:9]=2)[C:6]([O:5][C:1]([CH3:3])([CH3:4])[CH3:2])=[O:7])[CH2:26][CH2:27]1, predict the reactants needed to synthesize it. The reactants are: [C:1]([O:5][C:6]([C:8]1[C:23]([F:24])=[CH:22][C:11]([O:12][CH2:13][C:14]2([CH3:21])[CH2:17][N:16](C([O-])=O)[CH2:15]2)=[C:10]([CH:25]2[CH2:27][CH2:26]2)[CH:9]=1)=[O:7])([CH3:4])([CH3:3])[CH3:2].O.C1(C)C=CC(S(O)(=O)=O)=CC=1.C(OC(C)(C)C)(=O)C.C([O-])([O-])=O.[K+].[K+]. (3) Given the product [Br:7][C:8]1[CH:13]=[CH:12][C:11]([N:23]2[C:24]([C:26]([O:28][CH2:29][CH3:30])=[O:27])=[CH:25][C:21]([C:17]([CH3:18])([CH3:20])[CH3:19])=[N:22]2)=[CH:10][CH:9]=1, predict the reactants needed to synthesize it. The reactants are: N1C=CC=CC=1.[Br:7][C:8]1[CH:13]=[CH:12][C:11](B(O)O)=[CH:10][CH:9]=1.[C:17]([C:21]1[CH:25]=[C:24]([C:26]([O:28][CH2:29][CH3:30])=[O:27])[NH:23][N:22]=1)([CH3:20])([CH3:19])[CH3:18]. (4) Given the product [Cl:1][C:2]1[N:7]=[C:6]([N+:9]([O-:11])=[O:10])[C:5]([OH:8])=[CH:4][CH:3]=1, predict the reactants needed to synthesize it. The reactants are: [Cl:1][C:2]1[N:7]=[CH:6][C:5]([OH:8])=[CH:4][CH:3]=1.[N+:9]([O-])([OH:11])=[O:10].[OH-].[Na+]. (5) Given the product [Br:4][C:5]1[CH:6]=[CH:7][C:8]([F:22])=[C:9]([CH:10]=1)[CH2:11][C:12]1[S:13][C:14]2[CH:20]=[CH:19][CH:18]=[CH:17][C:15]=2[CH:16]=1, predict the reactants needed to synthesize it. The reactants are: C(#N)C.[Br:4][C:5]1[CH:6]=[CH:7][C:8]([F:22])=[C:9]([CH:11](Cl)[C:12]2[S:13][C:14]3[CH:20]=[CH:19][CH:18]=[CH:17][C:15]=3[CH:16]=2)[CH:10]=1.[BH4-].[Na+].[OH-].[Na+].